This data is from Reaction yield outcomes from USPTO patents with 853,638 reactions. The task is: Predict the reaction yield, written as a fraction of the theoretical maximum amount of product (1.0 means a 100% yield; for example, 0.34 means a 34% yield). (1) The reactants are [Cl:1][C:2]1[N:7]=[C:6]([C:8]2[CH:13]=[CH:12][CH:11]=[CH:10][C:9]=2[S:14]([CH3:17])(=[O:16])=[O:15])[N:5]=[C:4]([N:18]2[CH2:23][CH2:22][O:21][CH2:20][C@@H:19]2[CH3:24])[N:3]=1.CC1(C)C(C)(C)OB([C:33]2[CH:38]=[CH:37][C:36]([NH:39]C(=O)OC(C)(C)C)=[CH:35][CH:34]=2)O1.C(Cl)Cl.C([O-])([O-])=O.[Na+].[Na+]. The catalyst is O1CCOCC1.C1C=CC(P(C2C=CC=CC=2)[C-]2C=CC=C2)=CC=1.C1C=CC(P(C2C=CC=CC=2)[C-]2C=CC=C2)=CC=1.Cl[Pd]Cl.[Fe+2]. The product is [ClH:1].[CH3:24][C@@H:19]1[N:18]([C:4]2[N:5]=[C:6]([C:8]3[CH:13]=[CH:12][CH:11]=[CH:10][C:9]=3[S:14]([CH3:17])(=[O:16])=[O:15])[N:7]=[C:2]([C:33]3[CH:38]=[CH:37][C:36]([NH2:39])=[CH:35][CH:34]=3)[N:3]=2)[CH2:23][CH2:22][O:21][CH2:20]1. The yield is 0.570. (2) The product is [CH2:21]([N:19]1[CH:20]=[C:16]([C:14]#[CH:15])[CH:17]=[N:18]1)[C:22]1[CH:23]=[CH:24][CH:25]=[CH:26][CH:27]=1. The yield is 0.830. The reactants are C(N1C=C(I)C=N1)C1C=CC=CC=1.[C:14]([C:16]1[CH:17]=[N:18][N:19]([CH2:21][C:22]2[CH:27]=[CH:26][C:25](OC)=[CH:24][CH:23]=2)[CH:20]=1)#[CH:15].C[Si](C#C)(C)C. No catalyst specified. (3) The reactants are [C:1]1([C:7]2[CH:8]=[CH:9][C:10]3[S:14][CH:13]=[CH:12][C:11]=3[CH:15]=2)[CH:6]=[CH:5][CH:4]=[CH:3][CH:2]=1.C1C(=O)N([Br:23])C(=O)C1. The catalyst is C(Cl)(Cl)Cl.C(O)(=O)C. The product is [Br:23][C:12]1[C:11]2[CH:15]=[C:7]([C:1]3[CH:6]=[CH:5][CH:4]=[CH:3][CH:2]=3)[CH:8]=[CH:9][C:10]=2[S:14][CH:13]=1. The yield is 0.920. (4) The reactants are [O:1]=[C:2]1[CH:7]=[CH:6][N:5]([C:8]2[CH:13]=[CH:12][CH:11]=[C:10]([C:14]([F:17])([F:16])[F:15])[CH:9]=2)[N:4]=[C:3]1[C:18]([NH2:20])=[O:19].CO[CH:23](OC)[N:24]([CH3:26])[CH3:25]. No catalyst specified. The product is [CH3:23][N:24]([CH:26]=[N:20][C:18]([C:3]1[C:2](=[O:1])[CH:7]=[CH:6][N:5]([C:8]2[CH:13]=[CH:12][CH:11]=[C:10]([C:14]([F:17])([F:16])[F:15])[CH:9]=2)[N:4]=1)=[O:19])[CH3:25]. The yield is 0.760. (5) The reactants are [Cl:1][C:2]1[CH:3]=[C:4]([C:19]2[N:23]=[C:22]([C:24](OCC)=[O:25])[O:21][N:20]=2)[CH:5]=[C:6]([Cl:18])[C:7]=1[O:8][CH2:9][C:10]1[CH:15]=[CH:14][C:13]([O:16][CH3:17])=[CH:12][CH:11]=1.[OH:29][C:30]1[CH:37]=[CH:36][C:33]([CH2:34][NH2:35])=[CH:32][CH:31]=1. The catalyst is CCO. The product is [Cl:18][C:6]1[CH:5]=[C:4]([C:19]2[N:23]=[C:22]([C:24]([NH:35][CH2:34][C:33]3[CH:36]=[CH:37][C:30]([OH:29])=[CH:31][CH:32]=3)=[O:25])[O:21][N:20]=2)[CH:3]=[C:2]([Cl:1])[C:7]=1[O:8][CH2:9][C:10]1[CH:11]=[CH:12][C:13]([O:16][CH3:17])=[CH:14][CH:15]=1. The yield is 0.880.